Dataset: Forward reaction prediction with 1.9M reactions from USPTO patents (1976-2016). Task: Predict the product of the given reaction. (1) Given the reactants N#N.[Cl:3][CH2:4][C:5]1[O:6][CH:7]=[C:8]([CH2:10][OH:11])[N:9]=1.[CH3:12]I, predict the reaction product. The product is: [Cl:3][CH2:4][C:5]1[O:6][CH:7]=[C:8]([CH2:10][O:11][CH3:12])[N:9]=1. (2) Given the reactants [Br:1][C:2]1[CH:3]=[C:4]([CH:16]=[CH2:17])[C:5]2[O:12][C:9]3([CH2:11][CH2:10]3)[CH2:8][C:7]([CH3:14])([CH3:13])[C:6]=2[CH:15]=1.[N+](=[CH2:20])=[N-].CCCCCC, predict the reaction product. The product is: [Br:1][C:2]1[CH:3]=[C:4]([CH:16]2[CH2:20][CH2:17]2)[C:5]2[O:12][C:9]3([CH2:10][CH2:11]3)[CH2:8][C:7]([CH3:13])([CH3:14])[C:6]=2[CH:15]=1. (3) Given the reactants [H-].[Al+3].[Li+].[H-].[H-].[H-].C[O:8][C:9](=O)[C:10]1[CH:15]=[C:14]([O:16][C:17]2[CH:22]=[CH:21][CH:20]=[CH:19][CH:18]=2)[CH:13]=[N:12][CH:11]=1.O.[OH-].[Na+], predict the reaction product. The product is: [O:16]([C:14]1[CH:15]=[C:10]([CH2:9][OH:8])[CH:11]=[N:12][CH:13]=1)[C:17]1[CH:18]=[CH:19][CH:20]=[CH:21][CH:22]=1. (4) Given the reactants [C:1]1([CH3:9])[CH:6]=[CH:5][C:4]([NH:7][NH2:8])=[CH:3][CH:2]=1.Br[CH2:11][C:12]([O:14][CH2:15][CH3:16])=[O:13], predict the reaction product. The product is: [C:1]1([CH3:9])[CH:6]=[CH:5][C:4]([N:7]([CH2:11][C:12]([O:14][CH2:15][CH3:16])=[O:13])[NH2:8])=[CH:3][CH:2]=1. (5) Given the reactants [NH2:1][C:2]1[CH:7]=[CH:6][C:5]([Cl:8])=[CH:4][C:3]=1[C:9]([C:11]1[CH:16]=[CH:15][CH:14]=[CH:13][CH:12]=1)=O.[CH:17]1([C:20](=O)[CH2:21][C:22]([O:24][CH3:25])=[O:23])[CH2:19][CH2:18]1.[O-]S(C(F)(F)F)(=O)=O.[Yb+3].[O-]S(C(F)(F)F)(=O)=O.[O-]S(C(F)(F)F)(=O)=O, predict the reaction product. The product is: [CH3:25][O:24][C:22]([C:21]1[C:20]([CH:17]2[CH2:19][CH2:18]2)=[N:1][C:2]2[C:3]([C:9]=1[C:11]1[CH:16]=[CH:15][CH:14]=[CH:13][CH:12]=1)=[CH:4][C:5]([Cl:8])=[CH:6][CH:7]=2)=[O:23]. (6) Given the reactants Cl[C:2]1[C:3]([C:8]([CH3:13])([CH3:12])[C:9]([OH:11])=O)=[N:4][CH:5]=[CH:6][N:7]=1.S(Cl)(Cl)=O.[F:18][C:19]1[CH:20]=[CH:21][C:22]2[S:26][C:25]([NH:27][C@H:28]3[CH2:31][C@H:30]([NH2:32])[CH2:29]3)=[N:24][C:23]=2[CH:33]=1.C(N(C(C)C)CC)(C)C.CC(C)([O-])C.[Na+], predict the reaction product. The product is: [F:18][C:19]1[CH:20]=[CH:21][C:22]2[S:26][C:25]([NH:27][C@H:28]3[CH2:31][C@H:30]([N:32]4[C:2]5=[N:7][CH:6]=[CH:5][N:4]=[C:3]5[C:8]([CH3:13])([CH3:12])[C:9]4=[O:11])[CH2:29]3)=[N:24][C:23]=2[CH:33]=1. (7) Given the reactants [F:1][C:2]1[CH:7]=[CH:6][C:5]([O:8][CH3:9])=[CH:4][C:3]=1[C:10]1[N:11]=[CH:12][C:13]([CH2:19]O)=[N:14][C:15]=1[CH:16]([CH3:18])[CH3:17].S(Cl)([Cl:23])=O, predict the reaction product. The product is: [Cl:23][CH2:19][C:13]1[N:14]=[C:15]([CH:16]([CH3:18])[CH3:17])[C:10]([C:3]2[CH:4]=[C:5]([O:8][CH3:9])[CH:6]=[CH:7][C:2]=2[F:1])=[N:11][CH:12]=1. (8) Given the reactants [Cl:1][C:2]1[N:7]=[C:6]([C:8](=O)[CH3:9])[C:5]([F:11])=[CH:4][CH:3]=1.[CH3:12][C:13]([S@:16]([NH2:18])=[O:17])([CH3:15])[CH3:14].[NH4+].[Cl-].C(OCC)(=O)C, predict the reaction product. The product is: [Cl:1][C:2]1[N:7]=[C:6](/[C:8](=[N:18]/[S@@:16]([C:13]([CH3:15])([CH3:14])[CH3:12])=[O:17])/[CH3:9])[C:5]([F:11])=[CH:4][CH:3]=1.